This data is from Full USPTO retrosynthesis dataset with 1.9M reactions from patents (1976-2016). The task is: Predict the reactants needed to synthesize the given product. (1) Given the product [C:57]([CH2:56][CH2:55][C:54]([NH:53][C:6]1[CH:11]=[CH:10][C:9]([C:12]2[C:13]([CH3:42])([CH3:43])[C@H:14]3[C@:27]([CH3:30])([CH2:28][CH:29]=2)[C@@H:26]2[C@:17]([CH3:41])([C@@:18]4([CH3:40])[C@H:23]([CH2:24][CH2:25]2)[C@H:22]2[C@H:31]([C:34]([CH3:36])=[CH2:35])[CH2:32][CH2:33][C@:21]2([C:37]([OH:39])=[O:38])[CH2:20][CH2:19]4)[CH2:16][CH2:15]3)=[CH:8][CH:7]=1)=[O:60])([OH:59])=[O:58], predict the reactants needed to synthesize it. The reactants are: C(CC[C:6]1[CH:11]=[CH:10][C:9]([C:12]2[C:13]([CH3:43])([CH3:42])[C@H:14]3[C@:27]([CH3:30])([CH2:28][CH:29]=2)[C@@H:26]2[C@:17]([CH3:41])([C@@:18]4([CH3:40])[C@H:23]([CH2:24][CH2:25]2)[C@H:22]2[C@H:31]([C:34]([CH3:36])=[CH2:35])[CH2:32][CH2:33][C@:21]2([C:37]([OH:39])=[O:38])[CH2:20][CH2:19]4)[CH2:16][CH2:15]3)=[CH:8][CH:7]=1)(O)=O.B(C1C=CC([NH:53][C:54](=[O:60])[CH2:55][CH2:56][C:57]([OH:59])=[O:58])=CC=1)(O)O.B(O)O. (2) Given the product [ClH:35].[CH3:1][C:2]1[N:3]=[C:4]([C:8]2[C:9](=[O:34])[NH:10][C:11](=[O:33])[N:12]([CH2:14][CH2:15][CH2:16][N:17]3[CH2:22][C@H:21]4[C@:19]([C:23]5[CH:28]=[CH:27][C:26]([C:29]([F:30])([F:32])[F:31])=[CH:25][CH:24]=5)([CH2:20]4)[CH2:18]3)[CH:13]=2)[S:5][C:6]=1[CH3:7], predict the reactants needed to synthesize it. The reactants are: [CH3:1][C:2]1[N:3]=[C:4]([C:8]2[C:9](=[O:34])[NH:10][C:11](=[O:33])[N:12]([CH2:14][CH2:15][CH2:16][N:17]3[CH2:22][C@H:21]4[C@:19]([C:23]5[CH:28]=[CH:27][C:26]([C:29]([F:32])([F:31])[F:30])=[CH:25][CH:24]=5)([CH2:20]4)[CH2:18]3)[CH:13]=2)[S:5][C:6]=1[CH3:7].[ClH:35]. (3) Given the product [N:1]1([C:6]2([C:10]#[N:11])[CH2:9][CH2:7]2)[CH2:5][CH2:4][CH2:3][CH2:2]1, predict the reactants needed to synthesize it. The reactants are: [N:1]1([C:6]2([C:10]#[N:11])[CH2:9]O[CH2:7]2)[CH2:5][CH2:4][CH2:3][CH2:2]1.C(OC1(O[Si](C)(C)C)CC1)C.N1CCCC1.